Dataset: Forward reaction prediction with 1.9M reactions from USPTO patents (1976-2016). Task: Predict the product of the given reaction. Given the reactants [CH2:1]([C:4]1[CH:13]=[CH:12][C:7]([C:8]([O:10][CH3:11])=[O:9])=[C:6]([CH3:14])[C:5]=1[OH:15])[CH:2]=[CH2:3].CC([O-])(C)C.[K+].C1COCC1.Cl, predict the reaction product. The product is: [OH:15][C:5]1[C:6]([CH3:14])=[C:7]([CH:12]=[CH:13][C:4]=1[CH:1]=[CH:2][CH3:3])[C:8]([O:10][CH3:11])=[O:9].